The task is: Regression. Given a peptide amino acid sequence and an MHC pseudo amino acid sequence, predict their binding affinity value. This is MHC class I binding data.. This data is from Peptide-MHC class I binding affinity with 185,985 pairs from IEDB/IMGT. (1) The peptide sequence is YVFPVIFSR. The MHC is HLA-B18:01 with pseudo-sequence HLA-B18:01. The binding affinity (normalized) is 0. (2) The peptide sequence is ETIEILRNY. The MHC is HLA-A26:01 with pseudo-sequence HLA-A26:01. The binding affinity (normalized) is 0.909. (3) The peptide sequence is LLFASMGFK. The MHC is HLA-B07:02 with pseudo-sequence HLA-B07:02. The binding affinity (normalized) is 0. (4) The peptide sequence is LMMRTTWAL. The MHC is H-2-Kb with pseudo-sequence H-2-Kb. The binding affinity (normalized) is 0.455. (5) The peptide sequence is YQVPFVQAF. The MHC is HLA-A03:01 with pseudo-sequence HLA-A03:01. The binding affinity (normalized) is 0.213. (6) The peptide sequence is IHSDQLSKF. The MHC is HLA-B15:17 with pseudo-sequence HLA-B15:17. The binding affinity (normalized) is 0.0847. (7) The binding affinity (normalized) is 0. The MHC is HLA-B40:02 with pseudo-sequence HLA-B40:02. The peptide sequence is TPQDLNTML.